From a dataset of Full USPTO retrosynthesis dataset with 1.9M reactions from patents (1976-2016). Predict the reactants needed to synthesize the given product. (1) Given the product [C:49]([CH2:51][CH2:52][O:53][C:54]([NH:1][CH2:2][CH2:3][CH2:4][CH2:5][CH2:6][O:7][C@@H:8]1[C@H:12]([OH:13])[C@@H:11]([CH2:14][O:15][C:16]([C:33]2[CH:38]=[CH:37][CH:36]=[CH:35][CH:34]=2)([C:25]2[CH:26]=[CH:27][C:28]([O:31][CH3:32])=[CH:29][CH:30]=2)[C:17]2[CH:18]=[CH:19][C:20]([O:23][CH3:24])=[CH:21][CH:22]=2)[O:10][C@H:9]1[N:39]1[C:48]2[N:47]=[CH:46][N:45]=[C:43]([NH2:44])[C:42]=2[N:41]=[CH:40]1)=[O:55])#[N:50], predict the reactants needed to synthesize it. The reactants are: [NH2:1][CH2:2][CH2:3][CH2:4][CH2:5][CH2:6][O:7][C@@H:8]1[C@H:12]([OH:13])[C@@H:11]([CH2:14][O:15][C:16]([C:33]2[CH:38]=[CH:37][CH:36]=[CH:35][CH:34]=2)([C:25]2[CH:30]=[CH:29][C:28]([O:31][CH3:32])=[CH:27][CH:26]=2)[C:17]2[CH:22]=[CH:21][C:20]([O:23][CH3:24])=[CH:19][CH:18]=2)[O:10][C@H:9]1[N:39]1[C:48]2[N:47]=[CH:46][N:45]=[C:43]([NH2:44])[C:42]=2[N:41]=[CH:40]1.[C:49]([CH2:51][CH2:52][O:53][C:54](ON1C(=O)CCC1=O)=[O:55])#[N:50]. (2) Given the product [CH2:22]([N:18]1[C:19]2[C:14](=[C:13]([OH:36])[C:12]([C:10]([NH:9][C:6]3([C:4]([OH:5])=[O:3])[CH2:8][CH2:7]3)=[O:11])=[N:21][CH:20]=2)[CH:15]=[C:16]([C:30]2[CH:35]=[CH:34][CH:33]=[CH:32][CH:31]=2)[C:17]1=[O:29])[C:23]1[CH:28]=[CH:27][CH:26]=[CH:25][CH:24]=1, predict the reactants needed to synthesize it. The reactants are: C([O:3][C:4]([C:6]1([NH:9][C:10]([C:12]2[C:13]([OH:36])=[C:14]3[C:19](=[CH:20][N:21]=2)[N:18]([CH2:22][C:23]2[CH:28]=[CH:27][CH:26]=[CH:25][CH:24]=2)[C:17](=[O:29])[C:16]([C:30]2[CH:35]=[CH:34][CH:33]=[CH:32][CH:31]=2)=[CH:15]3)=[O:11])[CH2:8][CH2:7]1)=[O:5])C.[OH-].[Na+].CO.C1COCC1. (3) Given the product [O:15]([C:7]1[CH:6]=[C:5]([C:1]([CH3:4])([CH3:3])[CH3:2])[CH:10]=[C:9]([C:11]([CH3:14])([CH3:13])[CH3:12])[CH:8]=1)[S:18]([C:17]([F:30])([F:29])[F:16])(=[O:20])=[O:19], predict the reactants needed to synthesize it. The reactants are: [C:1]([C:5]1[CH:6]=[C:7]([OH:15])[CH:8]=[C:9]([C:11]([CH3:14])([CH3:13])[CH3:12])[CH:10]=1)([CH3:4])([CH3:3])[CH3:2].[F:16][C:17]([F:30])([F:29])[S:18](O[S:18]([C:17]([F:30])([F:29])[F:16])(=[O:20])=[O:19])(=[O:20])=[O:19].O. (4) Given the product [C:1]([O:5][C:6]([NH:8][C@H:9]([C:23]([O:25][C:26]([CH3:29])([CH3:28])[CH3:27])=[O:24])[CH2:10][C@H:11]([CH2:19][CH2:20][CH2:21][O:22][S:38]([CH3:37])(=[O:40])=[O:39])[C:12]([O:14][C:15]([CH3:17])([CH3:18])[CH3:16])=[O:13])=[O:7])([CH3:2])([CH3:3])[CH3:4], predict the reactants needed to synthesize it. The reactants are: [C:1]([O:5][C:6]([NH:8][C@H:9]([C:23]([O:25][C:26]([CH3:29])([CH3:28])[CH3:27])=[O:24])[CH2:10][C@H:11]([CH2:19][CH2:20][CH2:21][OH:22])[C:12]([O:14][C:15]([CH3:18])([CH3:17])[CH3:16])=[O:13])=[O:7])([CH3:4])([CH3:3])[CH3:2].C(N(CC)CC)C.[CH3:37][S:38](Cl)(=[O:40])=[O:39]. (5) Given the product [C:1]([O:4][C@H:5]([CH3:30])[CH2:6][CH2:7][CH2:8][CH2:9][N:10]1[C:19](=[O:20])[C:18]2[N:17]([CH2:21][C:22]3[CH:27]=[CH:26][CH:25]=[CH:24][CH:23]=3)[C:16]([C:31]#[N:32])=[N:15][C:14]=2[N:13]([CH3:29])[C:11]1=[O:12])(=[O:3])[CH3:2], predict the reactants needed to synthesize it. The reactants are: [C:1]([O:4][C@H:5]([CH3:30])[CH2:6][CH2:7][CH2:8][CH2:9][N:10]1[C:19](=[O:20])[C:18]2[N:17]([CH2:21][C:22]3[CH:27]=[CH:26][CH:25]=[CH:24][CH:23]=3)[C:16](Br)=[N:15][C:14]=2[N:13]([CH3:29])[C:11]1=[O:12])(=[O:3])[CH3:2].[C-:31]#[N:32].[K+].